This data is from Full USPTO retrosynthesis dataset with 1.9M reactions from patents (1976-2016). The task is: Predict the reactants needed to synthesize the given product. (1) Given the product [CH2:20]([O:27][C:28]1[C:29]([CH:30]([C:2]2[CH:7]=[CH:6][C:5]([CH2:8][CH3:9])=[CH:4][CH:3]=2)[OH:31])=[CH:32][CH:33]=[C:34]([CH3:36])[N:35]=1)[C:21]1[CH:22]=[CH:23][CH:24]=[CH:25][CH:26]=1, predict the reactants needed to synthesize it. The reactants are: Br[C:2]1[CH:7]=[CH:6][C:5]([CH2:8][CH3:9])=[CH:4][CH:3]=1.C([Li])(C)(C)C.CCCCC.[CH2:20]([O:27][C:28]1[N:35]=[C:34]([CH3:36])[CH:33]=[CH:32][C:29]=1[CH:30]=[O:31])[C:21]1[CH:26]=[CH:25][CH:24]=[CH:23][CH:22]=1.[Cl-].[NH4+]. (2) Given the product [Br:1][C:2]1[C:7]([F:8])=[CH:6][CH:5]=[C:4]2[C:3]=1[NH:9][C:10](=[O:19])[CH:11]=[CH:12]2, predict the reactants needed to synthesize it. The reactants are: [Br:1][C:2]1[C:7]([F:8])=[CH:6][CH:5]=[CH:4][C:3]=1[NH:9][C:10](=[O:19])[CH:11]=[CH:12]C1C=CC=CC=1.[Cl-].[Al+3].[Cl-].[Cl-]. (3) Given the product [C:18]([O:17][C:15]([N:12]1[CH2:13][CH2:14][CH:9]([O:8][C:5]2[CH:6]=[N:7][C:2]([N:30]3[C:31]4[C:27](=[CH:26][C:25]([C:32]#[N:33])=[CH:24][C:23]=4[F:22])[CH:28]=[CH:29]3)=[CH:3][CH:4]=2)[CH2:10][CH2:11]1)=[O:16])([CH3:21])([CH3:20])[CH3:19], predict the reactants needed to synthesize it. The reactants are: Cl[C:2]1[N:7]=[CH:6][C:5]([O:8][CH:9]2[CH2:14][CH2:13][N:12]([C:15]([O:17][C:18]([CH3:21])([CH3:20])[CH3:19])=[O:16])[CH2:11][CH2:10]2)=[CH:4][CH:3]=1.[F:22][C:23]1[CH:24]=[C:25]([C:32]#[N:33])[CH:26]=[C:27]2[C:31]=1[NH:30][CH:29]=[CH:28]2. (4) The reactants are: C(P(C12CC3CC(CC(C3)C1)C2)C12CC3CC(CC(C3)C1)C2)CCC.C(O)(=O)C(C)(C)C.[F-].[Cs+].Br[C:36]1[CH:41]=[C:40]([Cl:42])[CH:39]=[CH:38][N:37]=1.[CH:43]1([C@H:47]([NH:49][C:50]2[N:58]=[C:57]([C:59]#[N:60])[N:56]=[C:55]3[C:51]=2[N:52]([CH2:61][C:62]2[CH:67]=[CH:66][C:65]([C:68]([F:71])([F:70])[F:69])=[CH:64][CH:63]=2)[CH:53]=[N:54]3)[CH3:48])[CH2:46][CH2:45][CH2:44]1. Given the product [Cl:42][C:40]1[CH:39]=[CH:38][N:37]=[C:36]([C:53]2[N:52]([CH2:61][C:62]3[CH:67]=[CH:66][C:65]([C:68]([F:69])([F:70])[F:71])=[CH:64][CH:63]=3)[C:51]3[C:55](=[N:56][C:57]([C:59]#[N:60])=[N:58][C:50]=3[NH:49][C@@H:47]([CH:43]3[CH2:44][CH2:45][CH2:46]3)[CH3:48])[N:54]=2)[CH:41]=1, predict the reactants needed to synthesize it.